From a dataset of Catalyst prediction with 721,799 reactions and 888 catalyst types from USPTO. Predict which catalyst facilitates the given reaction. Reactant: [O:1]=[C:2]([CH3:25])[CH2:3][C:4]1[CH:24]=[CH:23][C:7]([O:8][CH2:9][CH2:10][CH2:11][N:12]2[C:20](=[O:21])[C:19]3[C:14](=[CH:15][CH:16]=[CH:17][CH:18]=3)[C:13]2=[O:22])=[CH:6][CH:5]=1.CO[CH:28](OC)[N:29]([CH3:31])[CH3:30]. Product: [CH3:28][N:29]([CH:31]=[C:3]([C:4]1[CH:5]=[CH:6][C:7]([O:8][CH2:9][CH2:10][CH2:11][N:12]2[C:20](=[O:21])[C:19]3[C:14](=[CH:15][CH:16]=[CH:17][CH:18]=3)[C:13]2=[O:22])=[CH:23][CH:24]=1)[C:2](=[O:1])[CH3:25])[CH3:30]. The catalyst class is: 9.